This data is from Full USPTO retrosynthesis dataset with 1.9M reactions from patents (1976-2016). The task is: Predict the reactants needed to synthesize the given product. (1) Given the product [CH3:1][C:2]1[CH:3]=[C:4]([NH:9][C:13]2[CH:18]=[CH:17][N:16]=[C:15]([C:19]3[CH:24]=[C:23]([N:25]4[CH2:26][CH2:27][CH2:28][CH2:29][CH2:30]4)[CH:22]=[CH:21][C:20]=3[N+:31]([O-:33])=[O:32])[CH:14]=2)[CH:5]=[CH:6][C:7]=1[CH3:8], predict the reactants needed to synthesize it. The reactants are: [CH3:1][C:2]1[CH:3]=[C:4]([NH2:9])[CH:5]=[CH:6][C:7]=1[CH3:8].[H-].[Na+].F[C:13]1[CH:18]=[CH:17][N:16]=[C:15]([C:19]2[CH:24]=[C:23]([N:25]3[CH2:30][CH2:29][CH2:28][CH2:27][CH2:26]3)[CH:22]=[CH:21][C:20]=2[N+:31]([O-:33])=[O:32])[CH:14]=1. (2) Given the product [Br:54][CH2:26][C:23]1[CH:22]=[CH:21][C:20]([C:18]2[CH:19]=[C:14]([C:12]([NH:11][CH2:10][C:3]3[C:4](=[O:9])[NH:5][C:6]([CH3:8])=[CH:7][C:2]=3[CH3:1])=[O:13])[C:15]3[CH:30]=[N:29][N:28]([CH:31]([CH3:33])[CH3:32])[C:16]=3[N:17]=2)=[CH:25][CH:24]=1, predict the reactants needed to synthesize it. The reactants are: [CH3:1][C:2]1[CH:7]=[C:6]([CH3:8])[NH:5][C:4](=[O:9])[C:3]=1[CH2:10][NH:11][C:12]([C:14]1[C:15]2[CH:30]=[N:29][N:28]([CH:31]([CH3:33])[CH3:32])[C:16]=2[N:17]=[C:18]([C:20]2[CH:25]=[CH:24][C:23]([CH2:26]O)=[CH:22][CH:21]=2)[CH:19]=1)=[O:13].C1(P(C2C=CC=CC=2)C2C=CC=CC=2)C=CC=CC=1.C(Br)(Br)(Br)[Br:54]. (3) Given the product [N:11]([N:4]1[CH2:3][CH2:2][O:1][C:6]2[CH:7]=[CH:8][CH:9]=[CH:10][C:5]1=2)=[O:12], predict the reactants needed to synthesize it. The reactants are: [O:1]1[C:6]2[CH:7]=[CH:8][CH:9]=[CH:10][C:5]=2[NH:4][CH2:3][CH2:2]1.[N:11]([O-])=[O:12].[Na+]. (4) Given the product [NH:19]1[CH2:18][CH2:17][CH:16]([N:14]2[CH:15]=[C:11]([C:8]3[CH:9]=[C:10]4[N:2]([O:1][CH2:30][C:31]5[CH:36]=[CH:35][C:34]([O:37][C:38]([F:39])([F:40])[F:41])=[CH:33][CH:32]=5)[CH:3]=[CH:4][C:5]4=[N:6][CH:7]=3)[CH:12]=[N:13]2)[CH2:21][CH2:20]1, predict the reactants needed to synthesize it. The reactants are: [OH:1][N:2]1[C:10]2[C:5](=[N:6][CH:7]=[C:8]([C:11]3[CH:12]=[N:13][N:14]([CH:16]4[CH2:21][CH2:20][N:19](C(OC(C)(C)C)=O)[CH2:18][CH2:17]4)[CH:15]=3)[CH:9]=2)[CH:4]=[CH:3]1.Br[CH2:30][C:31]1[CH:36]=[CH:35][C:34]([O:37][C:38]([F:41])([F:40])[F:39])=[CH:33][CH:32]=1. (5) Given the product [CH3:23][C:20]1([CH3:24])[C:15]2[C:14]3[N:13]([C:12](=[O:25])[C:11](=[O:26])[N:10]([CH2:9][C@@H:8]([OH:27])[C@H:7]([OH:28])[C@H:5]([OH:6])[CH2:4][OH:3])[C:19]=3[CH:18]=[CH:17][CH:16]=2)[CH2:22][CH2:21]1, predict the reactants needed to synthesize it. The reactants are: CC1(C)[O:6][C@@H:5]([C@@H:7]([OH:28])[C@H:8]([OH:27])[CH2:9][N:10]2[C:19]3[CH:18]=[CH:17][CH:16]=[C:15]4[C:20]([CH3:24])([CH3:23])[CH2:21][CH2:22][N:13]([C:14]=34)[C:12](=[O:25])[C:11]2=[O:26])[CH2:4][O:3]1.